Dataset: Full USPTO retrosynthesis dataset with 1.9M reactions from patents (1976-2016). Task: Predict the reactants needed to synthesize the given product. (1) Given the product [C:34]([O:33][C:31]([NH:30][CH2:29][C:20]1[C:21]([C:22]2[CH:23]=[CH:24][C:25]([CH3:28])=[CH:26][CH:27]=2)=[C:16]([CH2:15][O:14][C:6]2[C:7]([C:9]([O:11][CH2:12][CH3:13])=[O:10])=[CH:8][NH:4][N:5]=2)[C:17]([CH3:42])=[N:18][C:19]=1[CH2:38][CH:39]([CH3:40])[CH3:41])=[O:32])([CH3:36])([CH3:37])[CH3:35], predict the reactants needed to synthesize it. The reactants are: C([N:4]1[CH:8]=[C:7]([C:9]([O:11][CH2:12][CH3:13])=[O:10])[C:6]([O:14][CH2:15][C:16]2[C:17]([CH3:42])=[N:18][C:19]([CH2:38][CH:39]([CH3:41])[CH3:40])=[C:20]([CH2:29][NH:30][C:31]([O:33][C:34]([CH3:37])([CH3:36])[CH3:35])=[O:32])[C:21]=2[C:22]2[CH:27]=[CH:26][C:25]([CH3:28])=[CH:24][CH:23]=2)=[N:5]1)(=O)C.CO.C(=O)([O-])O.[Na+]. (2) Given the product [Br:14][C:15]1[N:16]=[C:17]2[N:22]([CH:23]=1)[CH2:21][CH2:20][N:19]([C:11]([C:9]1[CH:10]=[C:5]3[N:4]=[CH:3][C:2]([Br:1])=[CH:7][N:6]3[N:8]=1)=[O:13])[N:18]2[CH3:24], predict the reactants needed to synthesize it. The reactants are: [Br:1][C:2]1[CH:3]=[N:4][C:5]2[N:6]([N:8]=[C:9]([C:11]([OH:13])=O)[CH:10]=2)[CH:7]=1.[Br:14][C:15]1[N:16]=[C:17]2[N:22]([CH:23]=1)[CH2:21][CH2:20][NH:19][N:18]2[CH3:24]. (3) Given the product [F:29][CH:2]([F:1])[O:3][C:4]1[C:9]([C:10]2[CH:15]=[CH:14][C:13]([C@H:16]([NH2:18])[CH3:17])=[CH:12][CH:11]=2)=[CH:8][CH:7]=[CH:6][N:5]=1, predict the reactants needed to synthesize it. The reactants are: [F:1][CH:2]([F:29])[O:3][C:4]1[C:9]([C:10]2[CH:15]=[CH:14][C:13]([C@H:16]([N:18]3C(=O)C4C(=CC=CC=4)C3=O)[CH3:17])=[CH:12][CH:11]=2)=[CH:8][CH:7]=[CH:6][N:5]=1.O.NN. (4) Given the product [C:9]1([C:14]2[CH:15]=[CH:16][CH:17]=[CH:18][CH:19]=2)[CH:10]=[CH:11][CH:12]=[CH:13][C:8]=1[NH:7][CH:18]1[CH2:6][CH2:5][C:4]2([O:3][O:2][CH:31]([C:14]([C:9]3[CH:10]=[CH:11][CH:12]=[CH:13][CH:8]=3)=[CH2:15])[CH2:30][O:32]2)[CH2:16][CH2:17]1, predict the reactants needed to synthesize it. The reactants are: O1[CH2:6][CH2:5][CH2:4][O:3][O:2]1.[NH2:7][C:8]1[CH:13]=[CH:12][CH:11]=[CH:10][C:9]=1[C:14]1[CH:19]=[CH:18][CH:17]=[CH:16][CH:15]=1.C(O[BH-](O[C:30](=[O:32])[CH3:31])OC(=O)C)(=O)C.[Na+].O. (5) Given the product [Br:1][C:2]1[CH:3]=[C:4]2[C:9](=[CH:10][CH:11]=1)[CH:8]=[C:7]([C:12]([OH:14])=[O:13])[CH:6]=[CH:5]2, predict the reactants needed to synthesize it. The reactants are: [Br:1][C:2]1[CH:3]=[C:4]2[C:9](=[CH:10][CH:11]=1)[CH:8]=[C:7]([C:12]([O:14]C)=[O:13])[CH:6]=[CH:5]2.C1COCC1.O.[OH-].[Li+]. (6) Given the product [N:1]1([C:8]2[CH:13]=[CH:12][C:11]([C:14]3[CH:19]=[CH:18][C:17]([O:20][CH2:21][CH2:22][O:23][CH2:24][CH2:25][CH2:26][CH3:27])=[CH:16][CH:15]=3)=[CH:10][C:9]=2/[CH:28]=[C:29](\[CH2:33][CH3:34])/[C:30]([NH:56][C:55]2[CH:54]=[CH:53][C:52]([S@:50]([CH2:49][C:48]3[N:44]([CH2:41][CH2:42][CH3:43])[CH:45]=[N:46][CH:47]=3)=[O:51])=[CH:58][CH:57]=2)=[O:31])[CH2:2][CH2:3][CH2:4][CH2:5][CH2:6][CH2:7]1, predict the reactants needed to synthesize it. The reactants are: [N:1]1([C:8]2[CH:13]=[CH:12][C:11]([C:14]3[CH:19]=[CH:18][C:17]([O:20][CH2:21][CH2:22][O:23][CH2:24][CH2:25][CH2:26][CH3:27])=[CH:16][CH:15]=3)=[CH:10][C:9]=2/[CH:28]=[C:29](\[CH2:33][CH3:34])/[C:30](O)=[O:31])[CH2:7][CH2:6][CH2:5][CH2:4][CH2:3][CH2:2]1.C(Cl)(=O)C(Cl)=O.[CH2:41]([N:44]1[C:48]([CH2:49][S@@:50]([C:52]2[CH:58]=[CH:57][C:55]([NH2:56])=[CH:54][CH:53]=2)=[O:51])=[CH:47][N:46]=[CH:45]1)[CH2:42][CH3:43].C(N(CC)CC)C.